This data is from Full USPTO retrosynthesis dataset with 1.9M reactions from patents (1976-2016). The task is: Predict the reactants needed to synthesize the given product. (1) Given the product [N:49]1[C:50]2[C:55](=[CH:54][CH:53]=[CH:52][CH:51]=2)[C:46]([O:45][CH2:44][C:43]2[N:39]3[N:40]=[C:35]([C:31]4[CH:32]=[CH:33][CH:34]=[C:29]([OH:28])[CH:30]=4)[CH:36]=[N:37][C:38]3=[N:41][N:42]=2)=[CH:47][CH:48]=1, predict the reactants needed to synthesize it. The reactants are: C1(C2N=NC(NNC(=O)CC3C=C4C(=CC=3)N=CC=C4)=NC=2)C=CC=CC=1.[OH:28][C:29]1[CH:30]=[C:31]([C:35]2[N:40]=[N:39][C:38]([NH:41][NH:42][C:43](=O)[CH2:44][O:45][C:46]3[C:55]4[C:50](=[CH:51][CH:52]=[CH:53][CH:54]=4)[N:49]=[CH:48][CH:47]=3)=[N:37][CH:36]=2)[CH:32]=[CH:33][CH:34]=1. (2) The reactants are: [CH3:1][C:2]1([CH3:16])[C:7](=[O:8])[CH2:6][CH2:5][N:4](C(OC(C)(C)C)=O)[CH2:3]1.C(O)(C(F)(F)F)=O. Given the product [CH3:1][C:2]1([CH3:16])[C:7](=[O:8])[CH2:6][CH2:5][NH:4][CH2:3]1, predict the reactants needed to synthesize it. (3) Given the product [N:1]1[CH:6]=[CH:5][CH:4]=[C:3]([C:7]2[N:11]=[C:10]([N:16]3[CH2:17][CH:18]=[C:19]([C:22]4[C:30]5[C:25](=[N:26][CH:27]=[CH:28][CH:29]=5)[NH:24][CH:23]=4)[CH2:20][CH2:21]3)[O:9][N:8]=2)[CH:2]=1, predict the reactants needed to synthesize it. The reactants are: [N:1]1[CH:6]=[CH:5][CH:4]=[C:3]([C:7]2[N:11]=[C:10](C(Cl)(Cl)Cl)[O:9][N:8]=2)[CH:2]=1.[NH:16]1[CH2:21][CH:20]=[C:19]([C:22]2[C:30]3[C:25](=[N:26][CH:27]=[CH:28][CH:29]=3)[NH:24][CH:23]=2)[CH2:18][CH2:17]1. (4) Given the product [Cl:21][C:8]1[C:7]([O:22][CH3:23])=[CH:6][CH:5]=[C:4]2[C:9]=1[N:10]=[C:11]([C:13]1[CH:17]=[C:16]([CH:18]([CH3:20])[CH3:19])[O:15][N:14]=1)[CH:2]=[C:1]2[OH:3], predict the reactants needed to synthesize it. The reactants are: [C:1]([C:4]1[C:9]([NH:10][C:11]([C:13]2[CH:17]=[C:16]([CH:18]([CH3:20])[CH3:19])[O:15][N:14]=2)=O)=[C:8]([Cl:21])[C:7]([O:22][CH3:23])=[CH:6][CH:5]=1)(=[O:3])[CH3:2].C(C1N=C(C2C=C(O)C3C(=CC(OC)=CC=3)N=2)SC=1)(C)C. (5) Given the product [C:52]1([CH2:66][C:64]([N:1]2[C:9]3[C:4](=[CH:5][C:6]([C:10]4[C:14]5[C:15]([NH2:19])=[N:16][CH:17]=[CH:18][C:13]=5[S:12][CH:11]=4)=[CH:7][CH:8]=3)[CH2:3][CH2:2]2)=[O:27])[C:53]2[C:48](=[CH:47][CH:46]=[CH:45][CH:44]=2)[CH:49]=[CH:50][CH:51]=1, predict the reactants needed to synthesize it. The reactants are: [NH:1]1[C:9]2[C:4](=[CH:5][C:6]([C:10]3[C:14]4[C:15]([NH2:19])=[N:16][CH:17]=[CH:18][C:13]=4[S:12][CH:11]=3)=[CH:7][CH:8]=2)[CH2:3][CH2:2]1.CN(C([O:27]N1N=NC2C=CC=NC1=2)=[N+](C)C)C.F[P-](F)(F)(F)(F)F.[CH:44]1[C:53]2[C:48](=[CH:49][CH:50]=[CH:51][CH:52]=2)[CH:47]=[CH:46][C:45]=1CC(O)=O.CCN([CH:64]([CH3:66])C)C(C)C. (6) Given the product [Cl:1][C:2]1[CH:7]=[CH:6][C:5]([C:8]2[N:12]([CH:13]([CH:24]3[CH2:29][CH2:28][CH2:27][CH2:26][CH2:25]3)[CH2:14][O:15][C:16]3[CH:23]=[CH:22][C:19]([C:20]4[NH:38][N:37]=[N:36][N:21]=4)=[CH:18][N:17]=3)[C:11]3[CH:30]=[C:31]([F:35])[C:32]([F:34])=[CH:33][C:10]=3[N:9]=2)=[CH:4][CH:3]=1, predict the reactants needed to synthesize it. The reactants are: [Cl:1][C:2]1[CH:7]=[CH:6][C:5]([C:8]2[N:12]([CH:13]([CH:24]3[CH2:29][CH2:28][CH2:27][CH2:26][CH2:25]3)[CH2:14][O:15][C:16]3[CH:23]=[CH:22][C:19]([C:20]#[N:21])=[CH:18][N:17]=3)[C:11]3[CH:30]=[C:31]([F:35])[C:32]([F:34])=[CH:33][C:10]=3[N:9]=2)=[CH:4][CH:3]=1.[N-:36]=[N+:37]=[N-:38].[Na+].Cl.C(N(CC)CC)C.Cl. (7) Given the product [F:32][C:33]1[CH:41]=[CH:40][C:36]([C:37]([N:2]([CH3:1])[CH:3]2[CH2:4][CH2:5][N:6]([C:9]3[C:18]4[C:13](=[CH:14][CH:15]=[CH:16][CH:17]=4)[C:12]([C:19]4[N:23]([CH3:24])[N:22]=[CH:21][CH:20]=4)=[N:11][N:10]=3)[CH2:7][CH2:8]2)=[O:38])=[C:35]([C:42]([F:45])([F:44])[F:43])[CH:34]=1, predict the reactants needed to synthesize it. The reactants are: [CH3:1][NH:2][CH:3]1[CH2:8][CH2:7][N:6]([C:9]2[C:18]3[C:13](=[CH:14][CH:15]=[CH:16][CH:17]=3)[C:12]([C:19]3[N:23]([CH3:24])[N:22]=[CH:21][CH:20]=3)=[N:11][N:10]=2)[CH2:5][CH2:4]1.C(N(CC)CC)C.[F:32][C:33]1[CH:41]=[CH:40][C:36]([C:37](Cl)=[O:38])=[C:35]([C:42]([F:45])([F:44])[F:43])[CH:34]=1. (8) Given the product [Cl:1][C:2]1[CH:3]=[C:4]([CH:21]=[CH:22][CH:23]=1)[CH2:5][NH:6][C:7]1[N:20]=[C:10]2[C:11]([O:18][CH3:19])=[CH:12][C:13]([C:15]([N:29]3[C@H:28]([CH2:31][CH2:32][OH:33])[CH2:27][O:26][C:25]([CH3:34])([CH3:24])[CH2:30]3)=[O:17])=[CH:14][N:9]2[N:8]=1, predict the reactants needed to synthesize it. The reactants are: [Cl:1][C:2]1[CH:3]=[C:4]([CH:21]=[CH:22][CH:23]=1)[CH2:5][NH:6][C:7]1[N:20]=[C:10]2[C:11]([O:18][CH3:19])=[CH:12][C:13]([C:15]([OH:17])=O)=[CH:14][N:9]2[N:8]=1.[CH3:24][C:25]1([CH3:34])[CH2:30][NH:29][C@H:28]([CH2:31][CH2:32][OH:33])[CH2:27][O:26]1.C(N(CC)C(C)C)(C)C.CN(C(ON1N=NC2C=CC=NC1=2)=[N+](C)C)C.F[P-](F)(F)(F)(F)F.